From a dataset of Forward reaction prediction with 1.9M reactions from USPTO patents (1976-2016). Predict the product of the given reaction. (1) Given the reactants [F:1][C:2]1[CH:3]=[N:4][CH:5]=[C:6]([CH:11]=1)[C:7](Cl)=[N:8][OH:9].[C:12]([C:14]1[CH:19]=[CH:18][C:17]([F:20])=[CH:16][CH:15]=1)#[CH:13].N, predict the reaction product. The product is: [F:1][C:2]1[CH:11]=[C:6]([C:7]2[CH:13]=[C:12]([C:14]3[CH:19]=[CH:18][C:17]([F:20])=[CH:16][CH:15]=3)[O:9][N:8]=2)[CH:5]=[N:4][CH:3]=1. (2) Given the reactants [C:1](Cl)(=[O:10])[C:2]1[CH:7]=[CH:6][C:5]([O:8][CH3:9])=[CH:4][CH:3]=1.[C:12]([C:16]1[CH:31]=[CH:30][C:19]([C:20]([NH:22][C:23]2[C:24]([NH2:29])=[CH:25][CH:26]=[CH:27][CH:28]=2)=[O:21])=[CH:18][CH:17]=1)([CH3:15])([CH3:14])[CH3:13], predict the reaction product. The product is: [CH3:9][O:8][C:5]1[CH:6]=[CH:7][C:2]([C:1]([NH:29][C:24]2[C:23]([NH:22][C:20](=[O:21])[C:19]3[CH:30]=[CH:31][C:16]([C:12]([CH3:14])([CH3:13])[CH3:15])=[CH:17][CH:18]=3)=[CH:28][CH:27]=[CH:26][CH:25]=2)=[O:10])=[CH:3][CH:4]=1. (3) Given the reactants Cl[C:2]1C=CC(N)=NC=1C.[N:10]1([C:15]2[N:20]=[CH:19][C:18]([CH2:21][C:22]([OH:24])=[O:23])=[CH:17][CH:16]=2)[CH:14]=[N:13][N:12]=[N:11]1, predict the reaction product. The product is: [CH3:2][C:19]1[C:18]([CH2:21][C:22]([OH:24])=[O:23])=[CH:17][CH:16]=[C:15]([N:10]2[CH:14]=[N:13][N:12]=[N:11]2)[N:20]=1. (4) Given the reactants CC(C)([O-])C.[K+].[C:7]([CH2:9][C:10]([O:12]CC)=[O:11])#N.BrC1[CH:17]=[CH:18][C:19]2[S:23][CH:22]=[CH:21][C:20]=2[CH:24]=1.[OH-].[Na+], predict the reaction product. The product is: [S:23]1[C:19]2[CH:18]=[CH:17][C:7]([CH2:9][C:10]([OH:12])=[O:11])=[CH:24][C:20]=2[CH:21]=[CH:22]1. (5) Given the reactants FC(F)(F)C(O)=O.CC1C(C)=C(C)C(C)=C(C)C=1.C([O:26][C:27]1[CH:32]=[CH:31][C:30]([C:33]2[CH2:37][C:36]([C:39]([F:42])([F:41])[F:40])([OH:38])[O:35][N:34]=2)=[CH:29][CH:28]=1)C1C=CC=CC=1, predict the reaction product. The product is: [OH:26][C:27]1[CH:28]=[CH:29][C:30]([C:33]2[CH2:37][C:36]([C:39]([F:42])([F:41])[F:40])([OH:38])[O:35][N:34]=2)=[CH:31][CH:32]=1.